From a dataset of Peptide-MHC class II binding affinity with 134,281 pairs from IEDB. Regression. Given a peptide amino acid sequence and an MHC pseudo amino acid sequence, predict their binding affinity value. This is MHC class II binding data. (1) The peptide sequence is LNYILWENNIKLTVV. The MHC is DRB1_1302 with pseudo-sequence DRB1_1302. The binding affinity (normalized) is 0.836. (2) The peptide sequence is MGEAVQNTVEDLKLN. The MHC is DRB1_0405 with pseudo-sequence DRB1_0405. The binding affinity (normalized) is 0.310. (3) The peptide sequence is VIRDLAAMDGGGFYA. The binding affinity (normalized) is 0.282. The MHC is DRB1_1101 with pseudo-sequence DRB1_1101. (4) The peptide sequence is GVFHELPSLCRVNNS. The MHC is DRB1_0901 with pseudo-sequence DRB1_0901. The binding affinity (normalized) is 0.375. (5) The peptide sequence is GFAPAAAQAVETAAQ. The MHC is HLA-DPA10201-DPB10501 with pseudo-sequence HLA-DPA10201-DPB10501. The binding affinity (normalized) is 0.0500. (6) The peptide sequence is HFFIGDFFVDHYYSE. The MHC is HLA-DQA10101-DQB10501 with pseudo-sequence HLA-DQA10101-DQB10501. The binding affinity (normalized) is 0.823. (7) The peptide sequence is PIVKDASIQVVSAIR. The MHC is DRB3_0101 with pseudo-sequence DRB3_0101. The binding affinity (normalized) is 0.648. (8) The peptide sequence is EYKSDYVYEPFPKEV. The MHC is DRB1_0901 with pseudo-sequence DRB1_0901. The binding affinity (normalized) is 0.233.